From a dataset of Full USPTO retrosynthesis dataset with 1.9M reactions from patents (1976-2016). Predict the reactants needed to synthesize the given product. (1) Given the product [CH:30]1([C:33]([NH:4][C:3]([C:5]2[CH:6]=[CH:7][C:8]3[O:12][C:11]4[CH:13]=[C:14]([S:17]([NH:20][C@@H:21]([CH:26]([CH3:27])[CH3:28])[C:22]([O:24][CH3:25])=[O:23])(=[O:19])=[O:18])[CH:15]=[CH:16][C:10]=4[C:9]=3[CH:29]=2)=[N:2][OH:1])=[O:36])[CH2:32][CH2:31]1, predict the reactants needed to synthesize it. The reactants are: [OH:1][NH:2][C:3]([C:5]1[CH:6]=[CH:7][C:8]2[O:12][C:11]3[CH:13]=[C:14]([S:17]([NH:20][C@@H:21]([CH:26]([CH3:28])[CH3:27])[C:22]([O:24][CH3:25])=[O:23])(=[O:19])=[O:18])[CH:15]=[CH:16][C:10]=3[C:9]=2[CH:29]=1)=[NH:4].[CH:30]1([CH2:33]Cl)[CH2:32][CH2:31]1.C(=O)(O)[O-:36].[Na+]. (2) Given the product [CH2:1]([O:3][C:4]([C:6]1[C:14]2[C:9](=[CH:10][CH:11]=[C:12]([O:15][C:34]3[CH:44]=[CH:43][C:37]([C:38](=[O:39])[N:40]([CH3:41])[CH3:42])=[CH:36][N:35]=3)[CH:13]=2)[N:8]([C:16]2[CH:21]=[CH:20][C:19]([N:22]([CH2:25][CH3:26])[CH2:23][CH3:24])=[CH:18][CH:17]=2)[C:7]=1[CH2:27][C:28]([O:30][CH2:31][CH3:32])=[O:29])=[O:5])[CH3:2], predict the reactants needed to synthesize it. The reactants are: [CH2:1]([O:3][C:4]([C:6]1[C:14]2[C:9](=[CH:10][CH:11]=[C:12]([OH:15])[CH:13]=2)[N:8]([C:16]2[CH:21]=[CH:20][C:19]([N:22]([CH2:25][CH3:26])[CH2:23][CH3:24])=[CH:18][CH:17]=2)[C:7]=1[CH2:27][C:28]([O:30][CH2:31][CH3:32])=[O:29])=[O:5])[CH3:2].Cl[C:34]1[CH:44]=[CH:43][C:37]([C:38]([N:40]([CH3:42])[CH3:41])=[O:39])=[CH:36][N:35]=1.